From a dataset of Catalyst prediction with 721,799 reactions and 888 catalyst types from USPTO. Predict which catalyst facilitates the given reaction. (1) Reactant: [CH2:1]([O:3][P:4]([CH:9](O)[C:10]1[CH:15]=[CH:14][C:13]([NH:16][C:17]2[N:22]=[C:21]([NH:23][C:24]3[CH:29]=[CH:28][CH:27]=[CH:26][C:25]=3[C:30](=[O:33])[NH:31][CH3:32])[C:20]([C:34]([F:37])([F:36])[F:35])=[CH:19][N:18]=2)=[CH:12][CH:11]=1)(=[O:8])[O:5][CH2:6][CH3:7])[CH3:2].CCN(S(F)(F)[F:45])CC.C([O-])(O)=O.[Na+]. Product: [CH2:1]([O:3][P:4]([CH:9]([F:45])[C:10]1[CH:15]=[CH:14][C:13]([NH:16][C:17]2[N:22]=[C:21]([NH:23][C:24]3[CH:29]=[CH:28][CH:27]=[CH:26][C:25]=3[C:30](=[O:33])[NH:31][CH3:32])[C:20]([C:34]([F:35])([F:37])[F:36])=[CH:19][N:18]=2)=[CH:12][CH:11]=1)(=[O:8])[O:5][CH2:6][CH3:7])[CH3:2]. The catalyst class is: 2. (2) Product: [CH3:15][C:16]1[NH:17][C:18]2[C:23]([C:24]=1[CH2:32][C:31]1[CH:34]=[CH:35][C:28]([N+:25]([O-:27])=[O:26])=[CH:29][CH:30]=1)=[CH:22][CH:21]=[CH:20][CH:19]=2. Reactant: FC(F)(F)C(O)=O.C([SiH](CC)CC)C.[CH3:15][C:16]1[NH:17][C:18]2[C:23]([CH:24]=1)=[CH:22][CH:21]=[CH:20][CH:19]=2.[N+:25]([C:28]1[CH:35]=[CH:34][C:31]([CH:32]=O)=[CH:30][CH:29]=1)([O-:27])=[O:26].[OH-].[Na+].[Cl-].[Na+]. The catalyst class is: 4. (3) Reactant: [F:1][C:2]1[CH:3]=[C:4]([OH:9])[CH:5]=[CH:6][C:7]=1[F:8].C(=O)([O-])[O-].[Cs+].[Cs+].[CH3:16][O:17][CH2:18][CH2:19]Br.O. Product: [F:1][C:2]1[CH:3]=[C:4]([O:9][CH2:19][CH2:18][O:17][CH3:16])[CH:5]=[CH:6][C:7]=1[F:8]. The catalyst class is: 9. (4) Reactant: [CH3:1][N:2]=[C:3]=[O:4].C(N(CC)CC)C.[CH2:12]([O:14][C:15](=[O:37])[CH:16]([O:34][CH2:35][CH3:36])[CH2:17][C:18]1[CH:23]=[CH:22][C:21]([O:24][CH2:25][CH2:26][C:27]2[CH:32]=[CH:31][C:30]([OH:33])=[CH:29][CH:28]=2)=[CH:20][CH:19]=1)[CH3:13].C(OCC)C. Product: [CH2:12]([O:14][C:15](=[O:37])[CH:16]([O:34][CH2:35][CH3:36])[CH2:17][C:18]1[CH:23]=[CH:22][C:21]([O:24][CH2:25][CH2:26][C:27]2[CH:28]=[CH:29][C:30]([O:33][C:3](=[O:4])[NH:2][CH3:1])=[CH:31][CH:32]=2)=[CH:20][CH:19]=1)[CH3:13]. The catalyst class is: 4. (5) Reactant: [CH2:1]([NH:3][C@@H:4]1[CH2:8][CH2:7][N:6]([C:9]2[C:14]([C:15]([O:17][CH:18]([CH3:20])[CH3:19])=[O:16])=[C:13]([C:21]3[CH:26]=[CH:25][CH:24]=[CH:23][CH:22]=3)[CH:12]=[CH:11][N:10]=2)[CH2:5]1)[CH3:2].[O:27]1[CH:31]=[CH:30][CH:29]=[C:28]1[CH:32]=O.C(O)(=O)C.C([BH3-])#N.[Na+]. Product: [CH2:1]([N:3]([CH2:32][C:28]1[O:27][CH:31]=[CH:30][CH:29]=1)[C@@H:4]1[CH2:8][CH2:7][N:6]([C:9]2[C:14]([C:15]([O:17][CH:18]([CH3:20])[CH3:19])=[O:16])=[C:13]([C:21]3[CH:26]=[CH:25][CH:24]=[CH:23][CH:22]=3)[CH:12]=[CH:11][N:10]=2)[CH2:5]1)[CH3:2]. The catalyst class is: 816. (6) Reactant: [NH2:1][C@@H:2]([CH3:19])[CH2:3][N:4]1[CH:8]=[CH:7][C:6]([C:9]2[CH:16]=[CH:15][C:12]([C:13]#[N:14])=[C:11]([Cl:17])[C:10]=2[F:18])=[N:5]1.[N:20]1[CH:25]=[CH:24][CH:23]=[C:22]([C:26]2[N:30]=[C:29]([C:31](O)=[O:32])[O:28][N:27]=2)[CH:21]=1.C1C=CC2N(O)N=NC=2C=1.CCN(C(C)C)C(C)C.CCN=C=NCCCN(C)C. Product: [Cl:17][C:11]1[C:10]([F:18])=[C:9]([C:6]2[CH:7]=[CH:8][N:4]([CH2:3][C@@H:2]([NH:1][C:31]([C:29]3[O:28][N:27]=[C:26]([C:22]4[CH:21]=[N:20][CH:25]=[CH:24][CH:23]=4)[N:30]=3)=[O:32])[CH3:19])[N:5]=2)[CH:16]=[CH:15][C:12]=1[C:13]#[N:14]. The catalyst class is: 3. (7) Reactant: [CH3:1][S:2][C:3]1[CH:8]=[CH:7][C:6]([C:9](=O)[CH2:10][CH2:11][C:12]([OH:14])=[O:13])=[CH:5][CH:4]=1.[H-].C([SiH](CC)CC)C. Product: [CH3:1][S:2][C:3]1[CH:4]=[CH:5][C:6]([CH2:9][CH2:10][CH2:11][C:12]([OH:14])=[O:13])=[CH:7][CH:8]=1. The catalyst class is: 55. (8) Product: [NH:41]1[CH:40]=[C:37]([CH2:38][CH2:39][N:34]([CH2:29][CH2:30][CH2:31][CH2:32][CH3:33])[C:35](=[O:43])[CH3:4])[N:36]=[CH:42]1. Reactant: Cl.Cl.N[CH2:4]CC1N=CNC=1.C1N=CN2C=1CCNC2=O.C(I)CCCC.[H-].[Na+].[CH2:29]([N:34]1[CH2:39][CH2:38][C:37]2=[CH:40][N:41]=[CH:42][N:36]2[C:35]1=[O:43])[CH2:30][CH2:31][CH2:32][CH3:33].[OH-].[K+]. The catalyst class is: 3. (9) Reactant: [C:1]([C:3]1[CH:4]=[C:5](B(O)O)[CH:6]=[CH:7][CH:8]=1)#[N:2].Br[C:13]1[CH:18]=[CH:17][C:16]([O:19][CH2:20][CH2:21][N:22]([CH:30]2[CH2:35][CH2:34][C:33]([CH3:37])([CH3:36])[CH2:32][CH2:31]2)[C:23](=[O:29])[O:24][C:25]([CH3:28])([CH3:27])[CH3:26])=[CH:15][CH:14]=1. Product: [C:1]([C:3]1[CH:4]=[C:5]([C:13]2[CH:18]=[CH:17][C:16]([O:19][CH2:20][CH2:21][N:22]([CH:30]3[CH2:31][CH2:32][C:33]([CH3:37])([CH3:36])[CH2:34][CH2:35]3)[C:23](=[O:29])[O:24][C:25]([CH3:28])([CH3:27])[CH3:26])=[CH:15][CH:14]=2)[CH:6]=[CH:7][CH:8]=1)#[N:2]. The catalyst class is: 140.